From a dataset of Forward reaction prediction with 1.9M reactions from USPTO patents (1976-2016). Predict the product of the given reaction. (1) Given the reactants [Cl:1][C:2]1[CH:10]=[C:9]2[C:5]([C:6]([C:11]([N:13]3[CH2:18][CH2:17][CH:16]([N:19]4[C:27]5[C:22](=[CH:23][CH:24]=[CH:25][CH:26]=5)[CH2:21][C:20]4=[O:28])[CH2:15][CH2:14]3)=[O:12])=[CH:7][NH:8]2)=[CH:4][CH:3]=1.[H-].[Na+].Cl[CH2:32][C:33]([N:35]([CH2:38][CH3:39])[CH2:36][CH3:37])=[O:34].C(N(CC)CC)C, predict the reaction product. The product is: [Cl:1][C:2]1[CH:10]=[C:9]2[C:5]([C:6]([C:11]([N:13]3[CH2:18][CH2:17][CH:16]([N:19]4[C:27]5[C:22](=[CH:23][CH:24]=[CH:25][CH:26]=5)[CH2:21][C:20]4=[O:28])[CH2:15][CH2:14]3)=[O:12])=[CH:7][N:8]2[CH2:32][C:33]([N:35]([CH2:38][CH3:39])[CH2:36][CH3:37])=[O:34])=[CH:4][CH:3]=1. (2) Given the reactants [OH:1][CH:2]1[CH2:7][CH2:6][N:5]([C:8]([O:10][C:11]([CH3:14])([CH3:13])[CH3:12])=[O:9])[CH2:4][CH2:3]1.[H-].[Na+].Br[CH2:18][C:19]([O:21][CH3:22])=[O:20], predict the reaction product. The product is: [CH3:22][O:21][C:19](=[O:20])[CH2:18][O:1][CH:2]1[CH2:3][CH2:4][N:5]([C:8]([O:10][C:11]([CH3:14])([CH3:13])[CH3:12])=[O:9])[CH2:6][CH2:7]1. (3) Given the reactants OC(C)(C)CN1C=C[C:6]([NH:9][C:10](=[O:30])[C@@H:11]([N:16]2[CH2:20][C:19]([O:21][C:22]3[CH:27]=[CH:26][CH:25]=[CH:24][C:23]=3[Cl:28])=[CH:18][C:17]2=[O:29])[CH2:12][CH:13]([CH3:15])[CH3:14])=[N:5]1.Cl.CN(C)[CH2:36][CH2:37][CH2:38]N=C=NCC.ON1C2C=CC=CC=2N=N1.NC1[S:60][N:59]=[C:58]([CH2:61][C:62]([OH:64])=[O:63])N=1, predict the reaction product. The product is: [CH2:38]([O:64][C:62](=[O:63])[CH2:61][C:58]1[N:5]=[C:6]([NH:9][C:10](=[O:30])[C@@H:11]([N:16]2[CH2:20][C:19]([O:21][C:22]3[CH:27]=[CH:26][CH:25]=[CH:24][C:23]=3[Cl:28])=[CH:18][C:17]2=[O:29])[CH2:12][CH:13]([CH3:15])[CH3:14])[S:60][N:59]=1)[CH:37]=[CH2:36]. (4) Given the reactants [CH:1]1([CH2:4][O:5][C:6]2[N:11]=[C:10]([C:12]([OH:14])=O)[CH:9]=[CH:8][C:7]=2[N:15]2[CH2:18][C:17]([F:20])([F:19])[CH2:16]2)[CH2:3][CH2:2]1.[CH3:21][C:22]1([CH3:29])[CH2:27][CH:26]([OH:28])[CH2:25][CH2:24][NH:23]1.CN(C(ON1N=NC2C=CC=CC1=2)=[N+](C)C)C.[B-](F)(F)(F)F.CCN(C(C)C)C(C)C, predict the reaction product. The product is: [CH:1]1([CH2:4][O:5][C:6]2[N:11]=[C:10]([C:12]([N:23]3[CH2:24][CH2:25][CH:26]([OH:28])[CH2:27][C:22]3([CH3:29])[CH3:21])=[O:14])[CH:9]=[CH:8][C:7]=2[N:15]2[CH2:18][C:17]([F:20])([F:19])[CH2:16]2)[CH2:2][CH2:3]1. (5) Given the reactants [CH2:1]([O:3][C:4](=[O:43])[CH2:5][CH:6]([C:33]1[CH:34]=[N:35][C:36]2[C:41]([CH:42]=1)=[CH:40][CH:39]=[CH:38][CH:37]=2)[CH:7]=[CH:8][CH2:9][CH2:10][CH2:11][CH2:12][C:13]1[N:18]=[C:17]([NH:19][C:20](=[O:25])[C:21]([CH3:24])([CH3:23])[CH3:22])[N:16]=[C:15]([NH:26][C:27](=[O:32])[C:28]([CH3:31])([CH3:30])[CH3:29])[CH:14]=1)[CH3:2], predict the reaction product. The product is: [CH2:1]([O:3][C:4](=[O:43])[CH2:5][CH:6]([C:33]1[CH:34]=[N:35][C:36]2[C:41]([CH:42]=1)=[CH:40][CH:39]=[CH:38][CH:37]=2)[CH2:7][CH2:8][CH2:9][CH2:10][CH2:11][CH2:12][C:13]1[N:18]=[C:17]([NH:19][C:20](=[O:25])[C:21]([CH3:24])([CH3:23])[CH3:22])[N:16]=[C:15]([NH:26][C:27](=[O:32])[C:28]([CH3:29])([CH3:30])[CH3:31])[CH:14]=1)[CH3:2]. (6) Given the reactants [NH2:1][C@H:2]1[CH2:7][C:6]2[C:8]([N:12]3[CH2:17][CH2:16][N:15]([CH3:18])[CH2:14][CH2:13]3)=[CH:9][CH:10]=[CH:11][C:5]=2[O:4][CH2:3]1.C(N(CC)CC)C.[N:26]1([C:32]2[CH:37]=[CH:36][C:35]([S:38](Cl)(=[O:40])=[O:39])=[CH:34][CH:33]=2)[CH2:31][CH2:30][O:29][CH2:28][CH2:27]1, predict the reaction product. The product is: [CH3:18][N:15]1[CH2:14][CH2:13][N:12]([C:8]2[C:6]3[CH2:7][C@H:2]([NH:1][S:38]([C:35]4[CH:34]=[CH:33][C:32]([N:26]5[CH2:31][CH2:30][O:29][CH2:28][CH2:27]5)=[CH:37][CH:36]=4)(=[O:39])=[O:40])[CH2:3][O:4][C:5]=3[CH:11]=[CH:10][CH:9]=2)[CH2:17][CH2:16]1. (7) Given the reactants Br[C:2]1[CH:7]=[C:6]([O:8][CH2:9][CH2:10][CH2:11][O:12][CH3:13])[C:5]([O:14][CH3:15])=[CH:4][C:3]=1[CH3:16].CCCCCC.CN([CH:26]=[O:27])C, predict the reaction product. The product is: [CH3:15][O:14][C:5]1[C:6]([O:8][CH2:9][CH2:10][CH2:11][O:12][CH3:13])=[CH:7][C:2]([CH:26]=[O:27])=[C:3]([CH3:16])[CH:4]=1.